Dataset: Reaction yield outcomes from USPTO patents with 853,638 reactions. Task: Predict the reaction yield, written as a fraction of the theoretical maximum amount of product (1.0 means a 100% yield; for example, 0.34 means a 34% yield). The yield is 0.130. The catalyst is C(Cl)(Cl)Cl.O. The product is [CH2:42]([N:44]([CH2:48][CH3:49])[CH2:45][CH2:46][NH:47][C:34]([NH:20][C:19]1[CH:21]=[CH:22][C:16]([O:15][C:6]2[C:5]3[C:10](=[CH:11][C:12]([O:13][CH3:14])=[C:3]([O:2][CH3:1])[CH:4]=3)[N:9]=[CH:8][CH:7]=2)=[CH:17][CH:18]=1)=[O:40])[CH3:43]. The reactants are [CH3:1][O:2][C:3]1[CH:4]=[C:5]2[C:10](=[CH:11][C:12]=1[O:13][CH3:14])[N:9]=[CH:8][CH:7]=[C:6]2[O:15][C:16]1[CH:22]=[CH:21][C:19]([NH2:20])=[CH:18][CH:17]=1.C(N(CC)CC)C.ClC(Cl)(O[C:34](=[O:40])OC(Cl)(Cl)Cl)Cl.[CH2:42]([N:44]([CH2:48][CH3:49])[CH2:45][CH2:46][NH2:47])[CH3:43].